This data is from Forward reaction prediction with 1.9M reactions from USPTO patents (1976-2016). The task is: Predict the product of the given reaction. Given the reactants [CH3:1][C:2]1([CH3:14])[CH2:11][CH2:10][C:9]2[C:4](=[CH:5][CH:6]=[C:7]([OH:12])[CH:8]=2)[C:3]1=[O:13].[F:15][C:16]([F:29])([F:28])[S:17](O[S:17]([C:16]([F:29])([F:28])[F:15])(=[O:19])=[O:18])(=[O:19])=[O:18], predict the reaction product. The product is: [F:15][C:16]([F:29])([F:28])[S:17]([O:12][C:7]1[CH:8]=[C:9]2[C:4](=[CH:5][CH:6]=1)[C:3](=[O:13])[C:2]([CH3:14])([CH3:1])[CH2:11][CH2:10]2)(=[O:19])=[O:18].